Predict the reaction yield, written as a fraction of the theoretical maximum amount of product (1.0 means a 100% yield; for example, 0.34 means a 34% yield). From a dataset of Reaction yield outcomes from USPTO patents with 853,638 reactions. (1) The reactants are [C:1]([N:4]1[C:13]2[C:8](=[CH:9][CH:10]=[C:11]([C:14]3[S:15][C:16](Cl)=[C:17]([C:19]([O:21][CH2:22][CH3:23])=[O:20])[N:18]=3)[CH:12]=2)[CH2:7][CH2:6][CH2:5]1)(=[O:3])[CH3:2].[CH3:25][O:26][C:27]1[CH:32]=[CH:31][C:30](B(O)O)=[CH:29][CH:28]=1.[Cl-].[Li+].C(=O)([O-])[O-].[Cs+].[Cs+]. The catalyst is C1C=CC([P]([Pd]([P](C2C=CC=CC=2)(C2C=CC=CC=2)C2C=CC=CC=2)([P](C2C=CC=CC=2)(C2C=CC=CC=2)C2C=CC=CC=2)[P](C2C=CC=CC=2)(C2C=CC=CC=2)C2C=CC=CC=2)(C2C=CC=CC=2)C2C=CC=CC=2)=CC=1.O.O1CCOCC1. The product is [C:1]([N:4]1[C:13]2[C:8](=[CH:9][CH:10]=[C:11]([C:14]3[S:15][C:16]([C:30]4[CH:31]=[CH:32][C:27]([O:26][CH3:25])=[CH:28][CH:29]=4)=[C:17]([C:19]([O:21][CH2:22][CH3:23])=[O:20])[N:18]=3)[CH:12]=2)[CH2:7][CH2:6][CH2:5]1)(=[O:3])[CH3:2]. The yield is 0.900. (2) The reactants are [OH:1][NH:2][C:3](=O)[CH3:4].C([O-])(C)(C)C.[K+].[CH:12]1([CH2:18][O:19][C:20]2[C:27]([CH:28]3[CH2:30][CH2:29]3)=[CH:26]C(C#N)=[C:22](F)[CH:21]=2)[CH2:17][CH2:16][CH2:15][CH2:14][CH2:13]1.CCOC(C)=O.C[N:39](C=O)C. The catalyst is O. The product is [CH:12]1([CH2:18][O:19][C:20]2[C:27]([CH:28]3[CH2:30][CH2:29]3)=[CH:26][C:4]3[C:3]([NH2:39])=[N:2][O:1][C:22]=3[CH:21]=2)[CH2:13][CH2:14][CH2:15][CH2:16][CH2:17]1. The yield is 0.310. (3) The reactants are [Cl:1][C:2]1[N:3]=[C:4]([C:9]([NH:11][C@H:12]2[CH2:17][CH2:16][N:15]([C:18]3[S:19][C:20]([C:24]([O:26]CC)=[O:25])=[C:21]([CH3:23])[N:22]=3)[CH2:14][C@H:13]2[O:29][CH2:30][CH:31]([F:33])[F:32])=[O:10])[NH:5][C:6]=1[CH2:7][CH3:8].[OH-].[Li+].CO. The catalyst is C1COCC1. The product is [Cl:1][C:2]1[N:3]=[C:4]([C:9]([NH:11][C@H:12]2[CH2:17][CH2:16][N:15]([C:18]3[S:19][C:20]([C:24]([OH:26])=[O:25])=[C:21]([CH3:23])[N:22]=3)[CH2:14][C@H:13]2[O:29][CH2:30][CH:31]([F:33])[F:32])=[O:10])[NH:5][C:6]=1[CH2:7][CH3:8]. The yield is 0.710. (4) The yield is 1.08. The reactants are C([Li])CCC.[Si:6]([O:13][CH2:14][C:15]([C:18]1[CH:19]=[CH:20][C:21]([F:24])=[N:22][CH:23]=1)([CH3:17])[CH3:16])([C:9]([CH3:12])([CH3:11])[CH3:10])([CH3:8])[CH3:7].[B:25](OC(C)C)([O:30]C(C)C)[O:26]C(C)C. The product is [Si:6]([O:13][CH2:14][C:15]([C:18]1[CH:19]=[C:20]([B:25]([OH:30])[OH:26])[C:21]([F:24])=[N:22][CH:23]=1)([CH3:17])[CH3:16])([C:9]([CH3:10])([CH3:11])[CH3:12])([CH3:8])[CH3:7]. The catalyst is C1COCC1. (5) The reactants are [F:1][C:2]1([F:30])[CH2:7][CH2:6][N:5]([C:8]([C:10]2[NH:11][C:12]3[C:17]([CH:18]=2)=[CH:16][C:15]([C:19]([N:21]2[CH2:26][CH2:25][CH:24]([N:27]([CH3:29])[CH3:28])[CH2:23][CH2:22]2)=[O:20])=[CH:14][CH:13]=3)=[O:9])[CH2:4][CH2:3]1.[Cl:31][C:32]1[CH:33]=[C:34](B(O)O)[CH:35]=[CH:36][CH:37]=1.N1C=CC=CC=1. The catalyst is ClCCl.C([O-])(=O)C.[Cu+2].C([O-])(=O)C. The product is [Cl:31][C:32]1[CH:37]=[C:36]([N:11]2[C:12]3[C:17](=[CH:16][C:15]([C:19]([N:21]4[CH2:26][CH2:25][CH:24]([N:27]([CH3:28])[CH3:29])[CH2:23][CH2:22]4)=[O:20])=[CH:14][CH:13]=3)[CH:18]=[C:10]2[C:8]([N:5]2[CH2:6][CH2:7][C:2]([F:1])([F:30])[CH2:3][CH2:4]2)=[O:9])[CH:35]=[CH:34][CH:33]=1. The yield is 0.280. (6) The reactants are [N+:1]([C:4]1[CH:5]=[C:6]([CH2:11][C@H:12]([NH:26][C:27]([C@H:29]2[CH2:34][CH2:33][C@H:32]([CH2:35][CH3:36])[CH2:31][CH2:30]2)=[O:28])[C:13]2[NH:14][CH:15]=[C:16]([C:18]3[CH:23]=[CH:22][C:21]([Cl:24])=[CH:20][C:19]=3[Cl:25])[N:17]=2)[CH:7]=[CH:8][C:9]=1[OH:10])([O-:3])=[O:2].Br[CH2:38][CH2:39][CH2:40][CH3:41]. The catalyst is CCOCC. The yield is 0.690. The product is [N+:1]([C:4]1[CH:5]=[C:6]([CH2:11][C@H:12]([NH:26][C:27]([C@H:29]2[CH2:30][CH2:31][C@H:32]([CH2:35][CH3:36])[CH2:33][CH2:34]2)=[O:28])[C:13]2[N:14]([CH2:38][CH2:39][CH2:40][CH3:41])[CH:15]=[C:16]([C:18]3[CH:23]=[CH:22][C:21]([Cl:24])=[CH:20][C:19]=3[Cl:25])[N:17]=2)[CH:7]=[CH:8][C:9]=1[OH:10])([O-:3])=[O:2]. (7) The reactants are [NH2:1][C:2]1[N:6]([C:7](=[O:16])[C:8]2[C:13]([F:14])=[CH:12][CH:11]=[CH:10][C:9]=2[F:15])[N:5]=[C:4]([NH:17][C:18]2[CH:23]=[CH:22][C:21]([S:24]([NH2:27])(=[O:26])=[O:25])=[CH:20][CH:19]=2)[N:3]=1.CC(C)([O-])C.[K+].Cl[C:35](=[O:43])[CH2:36][CH2:37][C:38]([O:40][CH2:41][CH3:42])=[O:39]. The catalyst is C1COCC1. The product is [CH2:41]([O:40][C:38](=[O:39])[CH2:37][CH2:36][C:35]([NH:27][S:24]([C:21]1[CH:22]=[CH:23][C:18]([NH:17][C:4]2[N:3]=[C:2]([NH2:1])[N:6]([C:7](=[O:16])[C:8]3[C:13]([F:14])=[CH:12][CH:11]=[CH:10][C:9]=3[F:15])[N:5]=2)=[CH:19][CH:20]=1)(=[O:25])=[O:26])=[O:43])[CH3:42]. The yield is 0.150. (8) The reactants are [Cl:1][C:2]1[CH:3]=[CH:4][C:5]([F:11])=[C:6]([CH:10]=1)[C:7](Cl)=[O:8].[CH2:12]([NH:19][C:20]([C:22]1[S:26][C:25]([NH2:27])=[N:24][C:23]=1[CH3:28])=[O:21])[C:13]1[CH:18]=[CH:17][CH:16]=[CH:15][CH:14]=1. No catalyst specified. The product is [CH2:12]([NH:19][C:20]([C:22]1[S:26][C:25]([NH:27][C:7](=[O:8])[C:6]2[CH:10]=[C:2]([Cl:1])[CH:3]=[CH:4][C:5]=2[F:11])=[N:24][C:23]=1[CH3:28])=[O:21])[C:13]1[CH:18]=[CH:17][CH:16]=[CH:15][CH:14]=1. The yield is 0.220.